This data is from Forward reaction prediction with 1.9M reactions from USPTO patents (1976-2016). The task is: Predict the product of the given reaction. (1) Given the reactants [NH2:1][C:2]1[CH:10]=[C:9]([F:11])[CH:8]=[C:7]([F:12])[C:3]=1[C:4]([NH2:6])=[O:5].[CH3:13][C:14]1[CH:19]=[C:18]([CH:20]=O)[CH:17]=[C:16]([CH3:22])[N:15]=1.S([O-])(O)=O.[Na+].O.C1(C)C=CC(S(O)(=O)=O)=CC=1, predict the reaction product. The product is: [CH3:13][C:14]1[CH:19]=[C:18]([C:20]2[NH:6][C:4](=[O:5])[C:3]3[C:2](=[CH:10][C:9]([F:11])=[CH:8][C:7]=3[F:12])[N:1]=2)[CH:17]=[C:16]([CH3:22])[N:15]=1. (2) The product is: [Cl:1][C:2]1[CH:7]=[C:6]([F:8])[C:5]([F:9])=[C:4]([N+:16]([O-:18])=[O:17])[C:3]=1[Cl:10]. Given the reactants [Cl:1][C:2]1[CH:7]=[C:6]([F:8])[C:5]([F:9])=[CH:4][C:3]=1[Cl:10].S(=O)(=O)(O)O.[N+:16]([O-])([OH:18])=[O:17], predict the reaction product. (3) Given the reactants C([O:3][P:4]([C:9]([C:12]1[CH:21]=[C:20]2[C:15]([CH:16]=[CH:17][C:18]([C:22]#[N:23])=[N:19]2)=[CH:14][C:13]=1[Br:24])([F:11])[F:10])(=[O:8])[O:5]CC)C.Br[Si](C)(C)C.[NH3:30].CO, predict the reaction product. The product is: [Br:24][C:13]1[CH:14]=[C:15]2[C:20](=[CH:21][C:12]=1[C:9]([P:4](=[O:3])([O-:5])[O-:8])([F:11])[F:10])[N:19]=[C:18]([C:22]#[N:23])[CH:17]=[CH:16]2.[NH4+:30].[NH4+:19]. (4) Given the reactants Br[C:2]1[CH:7]=[CH:6][CH:5]=[C:4]([Br:8])[N:3]=1.C([O-])([O-])=O.[Cs+].[Cs+].[CH3:15][CH:16]([SH:18])[CH3:17].O, predict the reaction product. The product is: [Br:8][C:4]1[CH:5]=[CH:6][CH:7]=[C:2]([S:18][CH:16]([CH3:17])[CH3:15])[N:3]=1.